This data is from Forward reaction prediction with 1.9M reactions from USPTO patents (1976-2016). The task is: Predict the product of the given reaction. (1) Given the reactants [C:1]([NH:4][C:5]1[CH:10]=[CH:9][C:8]([C:11]2[CH:16]=[CH:15][CH:14]=[C:13]([C:17]([O:19][CH2:20][CH3:21])=[O:18])[CH:12]=2)=[CH:7][C:6]=1[NH2:22])(=O)[CH3:2].[Cl:23][C:24]1[C:25]([CH2:34]Cl)=[N:26][CH:27]=[C:28]([C:30]([F:33])([F:32])[F:31])[CH:29]=1, predict the reaction product. The product is: [Cl:23][C:24]1[C:25]([CH2:34][N:22]2[C:6]3[CH:7]=[C:8]([C:11]4[CH:12]=[C:13]([CH:14]=[CH:15][CH:16]=4)[C:17]([O:19][CH2:20][CH3:21])=[O:18])[CH:9]=[CH:10][C:5]=3[N:4]=[C:1]2[CH3:2])=[N:26][CH:27]=[C:28]([C:30]([F:32])([F:31])[F:33])[CH:29]=1. (2) Given the reactants [Cl:1][C:2]1[CH:32]=[CH:31][C:5]([CH2:6][N:7]2[C:15]3[C:14](=[O:16])[NH:13][C:12](=[O:17])[N:11]([CH3:18])[C:10]=3[N:9]=[C:8]2[O:19][C:20]2[CH:25]=[CH:24][CH:23]=[C:22]([O:26][C:27]([F:30])([F:29])[F:28])[CH:21]=2)=[CH:4][CH:3]=1.CS([O:37][CH2:38][C:39]1([CH2:42]O)[CH2:41][CH2:40]1)(=O)=O.C(=O)([O-])[O-].[K+].[K+], predict the reaction product. The product is: [Cl:1][C:2]1[CH:3]=[CH:4][C:5]([CH2:6][N:7]2[C:15]3[C:14](=[O:16])[N:13]([CH2:42][C:39]4([CH2:38][OH:37])[CH2:41][CH2:40]4)[C:12](=[O:17])[N:11]([CH3:18])[C:10]=3[N:9]=[C:8]2[O:19][C:20]2[CH:25]=[CH:24][CH:23]=[C:22]([O:26][C:27]([F:30])([F:28])[F:29])[CH:21]=2)=[CH:31][CH:32]=1.